This data is from Full USPTO retrosynthesis dataset with 1.9M reactions from patents (1976-2016). The task is: Predict the reactants needed to synthesize the given product. Given the product [Cl:53][C:54]1[CH:61]=[CH:60][C:57]([CH2:58][N:50]2[CH2:49][CH2:48][CH:47]([NH:46][C:43]3[N:44]=[CH:45][C:40]([C:38]([NH2:8])=[O:39])=[N:41][CH:42]=3)[CH2:52][CH2:51]2)=[CH:56][C:55]=1[O:62][CH2:63][CH3:64], predict the reactants needed to synthesize it. The reactants are: COC1C=CC(C[N:8]2CCC(NC3C=C(C(F)(F)F)C(C(N)=O)=CN=3)CC2)=CC=1OCCC.Cl.Cl.CO[C:38]([C:40]1[CH:45]=[N:44][C:43]([NH:46][CH:47]2[CH2:52][CH2:51][NH:50][CH2:49][CH2:48]2)=[CH:42][N:41]=1)=[O:39].[Cl:53][C:54]1[CH:61]=[CH:60][C:57]([CH:58]=O)=[CH:56][C:55]=1[O:62][CH2:63][CH3:64].